Task: Predict the reaction yield, written as a fraction of the theoretical maximum amount of product (1.0 means a 100% yield; for example, 0.34 means a 34% yield).. Dataset: Reaction yield outcomes from USPTO patents with 853,638 reactions (1) The reactants are [Cl:1][C:2]1[CH:7]=[C:6]([N+:8]([O-])=O)[CH:5]=[C:4]([Cl:11])[C:3]=1[CH3:12].O.O.[Sn](Cl)Cl. The catalyst is CN(C=O)C.C(OCC)(=O)C. The product is [Cl:1][C:2]1[CH:7]=[C:6]([CH:5]=[C:4]([Cl:11])[C:3]=1[CH3:12])[NH2:8]. The yield is 0.800. (2) The reactants are C(O)(=O)C.[CH2:5]([O:9][C:10]1[CH:15]=[CH:14][CH:13]=[C:12](/[CH:16]=[CH:17]/[N+:18]([O-:20])=[O:19])[CH:11]=1)[CH2:6][CH2:7][CH3:8].[BH4-].[Na+]. The catalyst is CS(C)=O. The product is [CH2:5]([O:9][C:10]1[CH:15]=[CH:14][CH:13]=[C:12]([CH2:16][CH2:17][N+:18]([O-:20])=[O:19])[CH:11]=1)[CH2:6][CH2:7][CH3:8]. The yield is 0.580. (3) The reactants are [CH2:1]([S:8][C:9]1[N:10]=[C:11](Cl)[C:12]2[S:17][C:16]([NH2:18])=[N:15][C:13]=2[N:14]=1)[C:2]1[CH:7]=[CH:6][CH:5]=[CH:4][CH:3]=1.CCN(C(C)C)C(C)C.[CH3:29][NH:30][C@H:31]([CH2:34][CH2:35][CH3:36])[CH2:32][OH:33]. The catalyst is CN1C(=O)CCC1. The product is [NH2:18][C:16]1[S:17][C:12]2[C:11]([N:30]([CH3:29])[C@H:31]([CH2:34][CH2:35][CH3:36])[CH2:32][OH:33])=[N:10][C:9]([S:8][CH2:1][C:2]3[CH:7]=[CH:6][CH:5]=[CH:4][CH:3]=3)=[N:14][C:13]=2[N:15]=1. The yield is 0.760. (4) The reactants are [CH3:1][C:2]([C:6]1[CH:7]=[C:8]2[C:13](=[CH:14][CH:15]=1)[C:12](=[O:16])[NH:11][CH2:10][CH2:9]2)([CH3:5])[C:3]#[N:4].[Br:17][C:18]1[CH:25]=[CH:24][CH:23]=[C:22](Br)[C:19]=1[CH:20]=[O:21].C(=O)([O-])[O-].[Cs+].[Cs+]. The catalyst is C1C=CC(/C=C/C(/C=C/C2C=CC=CC=2)=O)=CC=1.C1C=CC(/C=C/C(/C=C/C2C=CC=CC=2)=O)=CC=1.[Pd].CC1(C)C2C(=C(P(C3C=CC=CC=3)C3C=CC=CC=3)C=CC=2)OC2C(P(C3C=CC=CC=3)C3C=CC=CC=3)=CC=CC1=2. The product is [Br:17][C:18]1[C:19]([CH:20]=[O:21])=[C:22]([N:11]2[CH2:10][CH2:9][C:8]3[C:13](=[CH:14][CH:15]=[C:6]([C:2]([CH3:1])([CH3:5])[C:3]#[N:4])[CH:7]=3)[C:12]2=[O:16])[CH:23]=[CH:24][CH:25]=1. The yield is 0.460. (5) The reactants are Br[C:2]1[CH:7]=[CH:6][C:5]([NH:8][N:9]2[C:17](=[O:18])[C:16]3[C:11](=[CH:12][CH:13]=[CH:14][CH:15]=3)[C:10]2=[O:19])=[CH:4][CH:3]=1.C([O-])([O-])=O.[K+].[K+].CO[CH2:28][CH2:29]OC. The catalyst is O.C1C=CC([P]([Pd]([P](C2C=CC=CC=2)(C2C=CC=CC=2)C2C=CC=CC=2)([P](C2C=CC=CC=2)(C2C=CC=CC=2)C2C=CC=CC=2)[P](C2C=CC=CC=2)(C2C=CC=CC=2)C2C=CC=CC=2)(C2C=CC=CC=2)C2C=CC=CC=2)=CC=1. The product is [CH:28]([C:2]1[CH:7]=[CH:6][C:5]([NH:8][N:9]2[C:17](=[O:18])[C:16]3[C:11](=[CH:12][CH:13]=[CH:14][CH:15]=3)[C:10]2=[O:19])=[CH:4][CH:3]=1)=[CH2:29]. The yield is 0.130. (6) The reactants are Br[CH:2]([C:9](=[O:14])[C:10]([CH3:13])([CH3:12])[CH3:11])[C:3](=O)[C:4]([CH3:7])([CH3:6])[CH3:5].[NH2:15][C:16]([NH2:18])=[S:17].C(=O)([O-])O.[Na+]. The catalyst is C(O)C. The product is [NH2:18][C:16]1[S:17][C:2]([C:9](=[O:14])[C:10]([CH3:13])([CH3:12])[CH3:11])=[C:3]([C:4]([CH3:7])([CH3:6])[CH3:5])[N:15]=1. The yield is 0.946. (7) The product is [Cl:1][C:2]1[CH:3]=[N+:4]([O-:44])[CH:5]=[C:6]([Cl:43])[C:7]=1[CH2:8][C@@H:9]([C:28]1[CH:33]=[CH:32][C:31]([O:34][CH:35]([F:37])[F:36])=[C:30]([O:38][CH2:39][CH:40]2[CH2:42][CH2:41]2)[CH:29]=1)[O:10][C:11]([C@H:13]1[N:17]([C:18](=[O:27])[C:19]2[CH:24]=[CH:23][CH:22]=[C:21]([CH2:25][NH:45][C:46]3[CH:51]=[CH:50][CH:49]=[CH:48][CH:47]=3)[CH:20]=2)[CH2:16][CH2:15][S:14]1)=[O:12]. The catalyst is C(Cl)Cl. The yield is 1.00. The reactants are [Cl:1][C:2]1[CH:3]=[N+:4]([O-:44])[CH:5]=[C:6]([Cl:43])[C:7]=1[CH2:8][C@@H:9]([C:28]1[CH:33]=[CH:32][C:31]([O:34][CH:35]([F:37])[F:36])=[C:30]([O:38][CH2:39][CH:40]2[CH2:42][CH2:41]2)[CH:29]=1)[O:10][C:11]([C@H:13]1[N:17]([C:18](=[O:27])[C:19]2[CH:24]=[CH:23][CH:22]=[C:21]([CH:25]=O)[CH:20]=2)[CH2:16][CH2:15][S:14]1)=[O:12].[NH2:45][C:46]1[CH:51]=[CH:50][CH:49]=[CH:48][CH:47]=1.C(O)(=O)C.C(O[BH-](OC(=O)C)OC(=O)C)(=O)C.[Na+]. (8) The catalyst is C(Cl)Cl. The yield is 0.280. The product is [O:1]=[C:2]1[N:6]([CH2:7][CH2:8][CH2:9][C:10]2[CH:19]=[CH:18][C:17]3[CH2:16][CH2:15][CH2:14][NH:13][C:12]=3[N:11]=2)[CH2:5][CH2:4][N:3]1[C@H:20]([C:29]1[CH:34]=[CH:33][CH:32]=[C:31]([C:35]([F:38])([F:37])[F:36])[CH:30]=1)[CH2:21][C:22]([OH:24])=[O:23]. The reactants are [O:1]=[C:2]1[N:6]([CH2:7][CH2:8][CH2:9][C:10]2[CH:19]=[CH:18][C:17]3[CH2:16][CH2:15][CH2:14][NH:13][C:12]=3[N:11]=2)[CH2:5][CH2:4][N:3]1[C@H:20]([C:29]1[CH:34]=[CH:33][CH:32]=[C:31]([C:35]([F:38])([F:37])[F:36])[CH:30]=1)[CH2:21][C:22]([O:24]C(C)(C)C)=[O:23].C(O)(C(F)(F)F)=O. (9) The yield is 0.500. The product is [Cl:1][C:2]1[C:7]([Cl:15])=[CH:6][N:5]=[C:4]([NH:8][C:9](=[O:14])[C:10]([CH3:11])([CH3:13])[CH3:12])[CH:3]=1. The reactants are [Cl:1][C:2]1[CH:7]=[CH:6][N:5]=[C:4]([NH:8][C:9](=[O:14])[C:10]([CH3:13])([CH3:12])[CH3:11])[CH:3]=1.[Cl:15]N1C(=O)CCC1=O. The catalyst is C(#N)C.